Dataset: NCI-60 drug combinations with 297,098 pairs across 59 cell lines. Task: Regression. Given two drug SMILES strings and cell line genomic features, predict the synergy score measuring deviation from expected non-interaction effect. Drug 2: CC(C1=C(C=CC(=C1Cl)F)Cl)OC2=C(N=CC(=C2)C3=CN(N=C3)C4CCNCC4)N. Synergy scores: CSS=34.0, Synergy_ZIP=6.42, Synergy_Bliss=8.34, Synergy_Loewe=-0.342, Synergy_HSA=6.91. Drug 1: CN1CCC(CC1)COC2=C(C=C3C(=C2)N=CN=C3NC4=C(C=C(C=C4)Br)F)OC. Cell line: CCRF-CEM.